Dataset: Reaction yield outcomes from USPTO patents with 853,638 reactions. Task: Predict the reaction yield, written as a fraction of the theoretical maximum amount of product (1.0 means a 100% yield; for example, 0.34 means a 34% yield). (1) The reactants are C[CH2:2]/[C:3](/[CH3:25])=[CH:4]/[CH2:5][CH2:6]/[C:7](/[CH3:24])=[CH:8]/[CH2:9][CH2:10]/[C:11](/[CH3:23])=[CH:12]/[CH2:13][CH2:14]/[C:15](/[CH3:22])=[CH:16]/[CH2:17][CH2:18][C:19]([OH:21])=[O:20].[CH3:22][C:15]([CH2:14][CH2:13][CH:12]=[C:11]([CH3:23])[CH2:10][CH2:9][CH:8]=[C:7]([CH3:24])[CH2:6][CH2:5][CH:4]=[C:3]([CH3:25])[CH3:2])=[CH:16][CH2:17][CH2:18][C:19]([O:21]C)=[O:20].[OH:51][CH2:52][CH:53]([CH2:55]O)[OH:54].C(=O)([O-])[O-].[K+].[K+].CO. The catalyst is CN(C)C=O.C(OCC)(=O)C.CCCCCC. The product is [CH3:22][C:15]([CH2:14][CH2:13][CH:12]=[C:11]([CH3:23])[CH2:10][CH2:9][CH:8]=[C:7]([CH3:24])[CH2:6][CH2:5][CH:4]=[C:3]([CH3:2])[CH3:25])=[CH:16][CH2:17][CH2:18][C:19]([O:21][CH2:55][CH:53]([CH2:52][OH:51])[OH:54])=[O:20]. The yield is 0.330. (2) The reactants are [CH3:1][N:2]1[CH:6]=[C:5](B2OC(C)(C)C(C)(C)O2)[CH:4]=[N:3]1.[Br:16][C:17]1[CH:18]=[C:19]([OH:24])[CH:20]=[C:21](Br)[CH:22]=1.C(=O)([O-])[O-].[K+].[K+]. The catalyst is CN(C=O)C.O.Cl[Pd](Cl)([P](C1C=CC=CC=1)(C1C=CC=CC=1)C1C=CC=CC=1)[P](C1C=CC=CC=1)(C1C=CC=CC=1)C1C=CC=CC=1. The product is [Br:16][C:17]1[CH:18]=[C:19]([OH:24])[CH:20]=[C:21]([C:5]2[CH:4]=[N:3][N:2]([CH3:1])[CH:6]=2)[CH:22]=1. The yield is 0.300. (3) The reactants are [C:1]([NH:8][C@@H:9]([C:11]([OH:13])=O)[CH3:10])([O:3][C:4]([CH3:7])([CH3:6])[CH3:5])=[O:2].Cl.[NH:15]1[CH2:18][CH:17]([C:19]#[N:20])[CH2:16]1.C1C=CC2N(O)N=NC=2C=1.CN(C(ON1N=NC2C=CC=NC1=2)=[N+](C)C)C.F[P-](F)(F)(F)(F)F.C(N(CC)C(C)C)(C)C. The catalyst is CN(C=O)C. The product is [C:4]([O:3][C:1](=[O:2])[NH:8][C@H:9]([CH3:10])[C:11]([N:15]1[CH2:18][CH:17]([C:19]#[N:20])[CH2:16]1)=[O:13])([CH3:5])([CH3:6])[CH3:7]. The yield is 0.740. (4) The reactants are C(OC([N:8]1[CH2:13][CH2:12][C:11](OCC)(OCC)[CH:10]([NH:20][C:21]([C:23]2[C:31]3[C:26](=[CH:27][C:28]([C:32]4[CH:37]=[C:36]([F:38])[C:35]([O:39]COCC[Si](C)(C)C)=[CH:34][C:33]=4[CH2:48][CH3:49])=[CH:29][CH:30]=3)[N:25](C3CCCCO3)[N:24]=2)=[NH:22])[CH2:9]1)=O)(C)(C)C.[ClH:56]. The catalyst is C(O)C. The product is [ClH:56].[ClH:56].[CH2:48]([C:33]1[C:32]([C:28]2[CH:27]=[C:26]3[C:31]([C:23]([C:21]4[NH:22][C:11]5[CH2:12][CH2:13][NH:8][CH2:9][C:10]=5[N:20]=4)=[N:24][NH:25]3)=[CH:30][CH:29]=2)=[CH:37][C:36]([F:38])=[C:35]([OH:39])[CH:34]=1)[CH3:49]. The yield is 0.880. (5) The reactants are [F:1][C:2]([F:7])([F:6])[C:3]([OH:5])=[O:4].[F:8][C:9]([F:14])([F:13])[C:10]([OH:12])=[O:11].FC(F)(F)C(O)=O.[Cl:22][C:23]1[CH:24]=[N:25][C:26]2[NH:27][C:28]3[CH:29]=[N:30][CH:31]=[C:32]([CH:54]=3)[CH2:33][CH2:34][C:35]3[CH:43]=[C:39]([NH:40][C:41]=1[N:42]=2)[CH:38]=[CH:37][C:36]=3[NH:44][C:45](=[O:53])[CH2:46][CH:47]1[CH2:52][CH2:51][NH:50][CH2:49][CH2:48]1.[F:55][C:56]([F:69])([F:68])[O:57][C:58]1[CH:63]=[CH:62][CH:61]=[CH:60][C:59]=1[S:64](Cl)(=[O:66])=[O:65]. No catalyst specified. The product is [F:1][C:2]([F:7])([F:6])[C:3]([OH:5])=[O:4].[F:8][C:9]([F:14])([F:13])[C:10]([OH:12])=[O:11].[Cl:22][C:23]1[CH:24]=[N:25][C:26]2[NH:27][C:28]3[CH:29]=[N:30][CH:31]=[C:32]([CH:54]=3)[CH2:33][CH2:34][C:35]3[CH:43]=[C:39]([NH:40][C:41]=1[N:42]=2)[CH:38]=[CH:37][C:36]=3[NH:44][C:45](=[O:53])[CH2:46][CH:47]1[CH2:52][CH2:51][N:50]([S:64]([C:59]2[CH:60]=[CH:61][CH:62]=[CH:63][C:58]=2[O:57][C:56]([F:55])([F:68])[F:69])(=[O:66])=[O:65])[CH2:49][CH2:48]1. The yield is 0.160.